This data is from Forward reaction prediction with 1.9M reactions from USPTO patents (1976-2016). The task is: Predict the product of the given reaction. (1) Given the reactants F[C:2]1[CH:3]=[C:4]([N+:8]([O-:10])=[O:9])[CH:5]=[CH:6][CH:7]=1.[NH2:11][CH2:12][CH2:13][CH2:14][N:15]1[CH2:20][CH2:19][O:18][CH2:17][CH2:16]1.O, predict the reaction product. The product is: [N:15]1([CH2:14][CH2:13][CH2:12][NH:11][C:2]2[CH:7]=[CH:6][CH:5]=[C:4]([N+:8]([O-:10])=[O:9])[CH:3]=2)[CH2:20][CH2:19][O:18][CH2:17][CH2:16]1. (2) Given the reactants C(O[C:4](=[O:8])/[CH:5]=[CH:6]\[O-])C.[Na+].Cl.[CH:11]1([C:14](=[NH:16])[NH2:15])[CH2:13][CH2:12]1, predict the reaction product. The product is: [CH:11]1([C:14]2[N:16]=[C:4]([OH:8])[CH:5]=[CH:6][N:15]=2)[CH2:13][CH2:12]1. (3) The product is: [CH:27]([C:29]1[CH:34]=[CH:33][C:32]([C:2]2[N:7]=[CH:6][N:5]=[C:4]([NH:8][C@H:9]([C:17]([O:19][CH3:20])=[O:18])[CH2:10][C:11]3[CH:16]=[CH:15][CH:14]=[CH:13][CH:12]=3)[CH:3]=2)=[CH:31][CH:30]=1)=[O:28]. Given the reactants Cl[C:2]1[N:7]=[CH:6][N:5]=[C:4]([NH:8][C@H:9]([C:17]([O:19][CH3:20])=[O:18])[CH2:10][C:11]2[CH:16]=[CH:15][CH:14]=[CH:13][CH:12]=2)[CH:3]=1.C(=O)([O-])[O-].[Na+].[Na+].[CH:27]([C:29]1[CH:34]=[CH:33][C:32](B(O)O)=[CH:31][CH:30]=1)=[O:28], predict the reaction product. (4) Given the reactants [NH2:1][CH2:2][CH:3]1[CH2:8][CH2:7][O:6][CH2:5][CH2:4]1.[Cl:9][C:10]1[CH:11]=[CH:12][C:13]2[N:18]=[C:17]([C:19]3[C:28]4[C:23](=[CH:24][CH:25]=[CH:26][CH:27]=4)[CH:22]=[CH:21][CH:20]=3)[O:16][C:15](=[O:29])[C:14]=2[CH:30]=1.C(N(C(C)C)CC)(C)C, predict the reaction product. The product is: [Cl:9][C:10]1[CH:11]=[CH:12][C:13]([NH:18][C:17]([C:19]2[C:28]3[C:23](=[CH:24][CH:25]=[CH:26][CH:27]=3)[CH:22]=[CH:21][CH:20]=2)=[O:16])=[C:14]([C:15]([NH:1][CH2:2][CH:3]2[CH2:8][CH2:7][O:6][CH2:5][CH2:4]2)=[O:29])[CH:30]=1. (5) Given the reactants [Br:1][C:2]1[CH:3]=[C:4](F)[C:5]([C:8]#[N:9])=[N:6][CH:7]=1.[CH3:11][CH:12]1[CH2:17][CH2:16][CH2:15][CH2:14][NH:13]1.CCN(C(C)C)C(C)C, predict the reaction product. The product is: [Br:1][C:2]1[CH:3]=[C:4]([N:13]2[CH2:14][CH2:15][CH2:16][CH2:17][CH:12]2[CH3:11])[C:5]([C:8]#[N:9])=[N:6][CH:7]=1. (6) Given the reactants [CH2:1]([O:8][C:9]1[CH:14]=[C:13](I)[C:12]([O:16][CH2:17][O:18][CH3:19])=[CH:11][N:10]=1)[C:2]1[CH:7]=[CH:6][CH:5]=[CH:4][CH:3]=1.[C:20]([C:22]1[CH:27]=[CH:26][C:25]([F:28])=[CH:24][CH:23]=1)#[CH:21], predict the reaction product. The product is: [CH2:1]([O:8][C:9]1[CH:14]=[C:13]([C:21]#[C:20][C:22]2[CH:27]=[CH:26][C:25]([F:28])=[CH:24][CH:23]=2)[C:12]([O:16][CH2:17][O:18][CH3:19])=[CH:11][N:10]=1)[C:2]1[CH:7]=[CH:6][CH:5]=[CH:4][CH:3]=1. (7) The product is: [Cl:1][C:2]1[C:10]2[CH:9]=[CH:8][S:7][C:6]=2[CH:5]=[CH:4][CH:3]=1. Given the reactants [Cl:1][C:2]1[C:10]2[CH:9]=[C:8](C(O)=O)[S:7][C:6]=2[CH:5]=[CH:4][CH:3]=1.N1C2C(=CC=CC=2)C=CC=1, predict the reaction product. (8) Given the reactants NC1C=CC=CC=1[C:4](O)=[O:5].[NH2:11][C:12]1[CH:20]=[CH:19][C:18]([Cl:21])=[CH:17][C:13]=1[C:14]([OH:16])=[O:15].ClC(Cl)(OC(=O)OC(Cl)(Cl)Cl)Cl, predict the reaction product. The product is: [Cl:21][C:18]1[CH:17]=[C:13]2[C:14]([O:16][C:4](=[O:5])[NH:11][C:12]2=[CH:20][CH:19]=1)=[O:15]. (9) Given the reactants Cl.Cl.[CH3:3][N:4]1[CH2:13][C@@H:12]([C:14]2[CH:23]=[CH:22][C:21]3[C:16](=[CH:17][CH:18]=[CH:19][CH:20]=3)[CH:15]=2)[C:11]2[C:6](=[CH:7][C:8]([C:24]3[N:29]=[N:28][C:27]([NH2:30])=[CH:26][CH:25]=3)=[CH:9][CH:10]=2)[CH2:5]1, predict the reaction product. The product is: [CH3:3][N:4]1[CH2:13][C@@H:12]([C:14]2[CH:23]=[CH:22][C:21]3[C:16](=[CH:17][CH:18]=[CH:19][CH:20]=3)[CH:15]=2)[C:11]2[C:6](=[CH:7][C:8]([C:24]3[N:29]=[N:28][C:27]([NH2:30])=[CH:26][CH:25]=3)=[CH:9][CH:10]=2)[CH2:5]1.